From a dataset of NCI-60 drug combinations with 297,098 pairs across 59 cell lines. Regression. Given two drug SMILES strings and cell line genomic features, predict the synergy score measuring deviation from expected non-interaction effect. (1) Drug 1: CS(=O)(=O)C1=CC(=C(C=C1)C(=O)NC2=CC(=C(C=C2)Cl)C3=CC=CC=N3)Cl. Drug 2: C1=CC(=CC=C1CCCC(=O)O)N(CCCl)CCCl. Cell line: HCT116. Synergy scores: CSS=35.6, Synergy_ZIP=0.551, Synergy_Bliss=0.206, Synergy_Loewe=-3.60, Synergy_HSA=-0.241. (2) Drug 1: CC=C1C(=O)NC(C(=O)OC2CC(=O)NC(C(=O)NC(CSSCCC=C2)C(=O)N1)C(C)C)C(C)C. Drug 2: CC1C(C(CC(O1)OC2CC(CC3=C2C(=C4C(=C3O)C(=O)C5=C(C4=O)C(=CC=C5)OC)O)(C(=O)CO)O)N)O.Cl. Cell line: UO-31. Synergy scores: CSS=24.5, Synergy_ZIP=-1.33, Synergy_Bliss=0.873, Synergy_Loewe=1.75, Synergy_HSA=2.11. (3) Drug 1: CS(=O)(=O)C1=CC(=C(C=C1)C(=O)NC2=CC(=C(C=C2)Cl)C3=CC=CC=N3)Cl. Drug 2: CS(=O)(=O)CCNCC1=CC=C(O1)C2=CC3=C(C=C2)N=CN=C3NC4=CC(=C(C=C4)OCC5=CC(=CC=C5)F)Cl. Cell line: SF-295. Synergy scores: CSS=4.74, Synergy_ZIP=-1.01, Synergy_Bliss=-0.582, Synergy_Loewe=-0.134, Synergy_HSA=-0.584.